The task is: Binary Classification. Given a drug SMILES string, predict its activity (active/inactive) in a high-throughput screening assay against a specified biological target.. This data is from Cav3 T-type calcium channel HTS with 100,875 compounds. (1) The drug is O=C(N1C2CC(CC(C2)(C)C)(C1)C)c1[nH]o\c(c1)=C1\C(=O)C=CC=C1. The result is 0 (inactive). (2) The molecule is O=C(NC(CC(O)=O)C(O)=O)c1c(NC(=O)c2ccccc2)cccc1. The result is 0 (inactive). (3) The compound is O1CCN(CC1)C(=O)Cn1nc(nc1c1ccccc1)c1ccccc1. The result is 0 (inactive). (4) The molecule is S(c1n(CCc2ccccc2)c(nn1)c1cccnc1)CC(=O)N(CC)CC. The result is 0 (inactive). (5) The drug is OC(=O)c1cc(c(n2c(ccc2C)C)cc1)C. The result is 0 (inactive).